From a dataset of Full USPTO retrosynthesis dataset with 1.9M reactions from patents (1976-2016). Predict the reactants needed to synthesize the given product. (1) Given the product [F:25][C:26]1[CH:31]=[CH:30][C:29]([N:32]2[C:36]3[CH:37]=[C:38]4[C:43]([C@H:45]([C:6]5[N:7]=[CH:8][CH:9]=[CH:10][N:11]=5)[OH:46])([CH2:44][C:35]=3[CH:34]=[N:33]2)[CH2:42][N:41]([S:47]([C:50]2[CH:51]=[C:52]([CH3:56])[CH:53]=[CH:54][CH:55]=2)(=[O:49])=[O:48])[CH2:40][CH2:39]4)=[CH:28][CH:27]=1, predict the reactants needed to synthesize it. The reactants are: C([Sn](CCCC)(CCCC)[C:6]1[N:11]=[CH:10][CH:9]=[CH:8][N:7]=1)CCC.C([Li])CCC.[F:25][C:26]1[CH:31]=[CH:30][C:29]([N:32]2[C:36]3[CH:37]=[C:38]4[C@:43]([CH:45]=[O:46])([CH2:44][C:35]=3[CH:34]=[N:33]2)[CH2:42][N:41]([S:47]([C:50]2[CH:51]=[C:52]([CH3:56])[CH:53]=[CH:54][CH:55]=2)(=[O:49])=[O:48])[CH2:40][CH2:39]4)=[CH:28][CH:27]=1.O. (2) Given the product [Cl:1][C:2]1[CH:7]=[C:6]([O:8][C:9]2[CH:10]=[CH:11][C:12]([Cl:15])=[CH:13][CH:14]=2)[CH:5]=[CH:4][C:3]=1[C:16]([OH:23])([CH:24]([CH3:26])[CH3:25])[CH2:17][N:18]1[CH:22]=[N:21][CH:20]=[N:19]1, predict the reactants needed to synthesize it. The reactants are: [Cl:1][C:2]1[CH:7]=[C:6]([O:8][C:9]2[CH:14]=[CH:13][C:12]([Cl:15])=[CH:11][CH:10]=2)[CH:5]=[CH:4][C:3]=1[C:16](=[O:23])[CH2:17][N:18]1[CH:22]=[N:21][CH:20]=[N:19]1.[CH:24]([Mg]Cl)([CH3:26])[CH3:25].